This data is from hERG Central: cardiac toxicity at 1µM, 10µM, and general inhibition. The task is: Predict hERG channel inhibition at various concentrations. (1) The drug is Nc1nc(CN2CCCCCC2)nc(Nc2ccccc2)n1. Results: hERG_inhib (hERG inhibition (general)): blocker. (2) Results: hERG_inhib (hERG inhibition (general)): blocker. The compound is c1cncc(CNc2ncnc3ccc(-c4ccoc4)cc23)c1. (3) The compound is Cc1ccc(C(=O)N(C)Cc2ccc(N3CCOCC3)cc2)cc1S(=O)(=O)NCc1ccccc1. Results: hERG_inhib (hERG inhibition (general)): blocker. (4) The molecule is Cc1ccc(C(=O)C[n+]2ccc(Cc3ccccc3)cc2)cc1.[Cl-]. Results: hERG_inhib (hERG inhibition (general)): blocker. (5) The molecule is C=CCNC(=O)CN1CCC(n2nnc3cc(C(F)(F)F)ccc32)CC1. Results: hERG_inhib (hERG inhibition (general)): blocker. (6) The drug is CCCOc1ccc(C(=O)N2CCN(c3ccc(NC(=O)CC)cc3Cl)CC2)cc1. Results: hERG_inhib (hERG inhibition (general)): blocker. (7) The compound is CCCNc1c(NS(=O)(=O)c2cccc(C#N)c2)c(=O)oc2ccccc12. Results: hERG_inhib (hERG inhibition (general)): blocker. (8) The compound is Cc1cc(N2CCN(c3ccc(F)cc3)CC2)nc2cc(O)ccc12. Results: hERG_inhib (hERG inhibition (general)): blocker. (9) The compound is COc1cccc(CC2(CO)CCN(Cc3ccc4cccc(F)c4n3)CC2)c1. Results: hERG_inhib (hERG inhibition (general)): blocker. (10) The drug is O=[N+]([O-])c1cccc(N(CC(O)CN2CCCC2)S(=O)(=O)c2ccccc2)c1. Results: hERG_inhib (hERG inhibition (general)): blocker.